Dataset: Reaction yield outcomes from USPTO patents with 853,638 reactions. Task: Predict the reaction yield, written as a fraction of the theoretical maximum amount of product (1.0 means a 100% yield; for example, 0.34 means a 34% yield). The reactants are [CH3:1][C:2]1[NH:3][C:4](=[O:26])[C:5]([CH2:11][C:12]2[CH:17]=[CH:16][C:15]([C:18]3[C:19]([C:24]#[N:25])=[CH:20][CH:21]=[CH:22][CH:23]=3)=[CH:14][CH:13]=2)=[C:6]([CH2:8][CH2:9][CH3:10])[N:7]=1.[CH3:27][C:28]1([CH3:41])[CH2:37][CH2:36][C:35]2[C:30](=[CH:31][CH:32]=[C:33](B(O)O)[CH:34]=2)[O:29]1.[N:42]1C=CC=CC=1.C(N(CC)CC)C.[C:55]([O:58]CC)(=[O:57])C. The catalyst is C([O-])(=O)C.[Cu+2].C([O-])(=O)C.ClCCl. The product is [CH3:27][C:28]1([CH3:41])[CH2:37][CH2:36][C:35]2[C:30](=[CH:31][CH:32]=[C:33]([N:3]3[C:4](=[O:26])[C:5]([CH2:11][C:12]4[CH:17]=[CH:16][C:15]([C:18]5[CH:23]=[CH:22][CH:21]=[CH:20][C:19]=5[C:24]5[NH:42][C:55](=[O:57])[O:58][N:25]=5)=[CH:14][CH:13]=4)=[C:6]([CH2:8][CH2:9][CH3:10])[N:7]=[C:2]3[CH3:1])[CH:34]=2)[O:29]1. The yield is 0.800.